Dataset: Forward reaction prediction with 1.9M reactions from USPTO patents (1976-2016). Task: Predict the product of the given reaction. (1) The product is: [F:4][C:2]([C:5]1[O:9][C:8]([CH2:10][N:11]2[CH:15]=[CH:14][C:13]([NH:16][C:30]([C:26]3[N:27]=[CH:28][O:29][C:25]=3[C:22]3[CH:23]=[CH:24][C:19]([O:18][CH3:17])=[CH:20][CH:21]=3)=[O:31])=[N:12]2)=[CH:7][CH:6]=1)([F:1])[CH3:3]. Given the reactants [F:1][C:2]([C:5]1[O:9][C:8]([CH2:10][N:11]2[CH:15]=[CH:14][C:13]([NH2:16])=[N:12]2)=[CH:7][CH:6]=1)([F:4])[CH3:3].[CH3:17][O:18][C:19]1[CH:24]=[CH:23][C:22]([C:25]2[O:29][CH:28]=[N:27][C:26]=2[C:30](O)=[O:31])=[CH:21][CH:20]=1, predict the reaction product. (2) Given the reactants [H-].[Na+].[Br-].[C:4]([C:6]1[CH:7]=[C:8]([CH:29]=[CH:30][CH:31]=1)[CH2:9][P+](C1C=CC=CC=1)(C1C=CC=CC=1)C1C=CC=CC=1)#[N:5].[CH:32]([CH:34]1[CH2:39][CH2:38][N:37](C(OC(C)(C)C)=O)[CH2:36][CH2:35]1)=O.[H][H].[ClH:49].CCOC(C)=O, predict the reaction product. The product is: [ClH:49].[NH:37]1[CH2:38][CH2:39][CH:34]([CH2:32][CH2:9][C:8]2[CH:7]=[C:6]([CH:31]=[CH:30][CH:29]=2)[C:4]#[N:5])[CH2:35][CH2:36]1. (3) Given the reactants [OH-].[Na+].[F:3][C:4]1[C:12]2[C:11]([NH:13][C:14]3[CH:19]=[CH:18][C:17]([N+:20]([O-:22])=[O:21])=[CH:16][C:15]=3[F:23])=[CH:10][CH:9]=[N:8][C:7]=2[N:6](S(C2C=CC(C)=CC=2)(=O)=O)[CH:5]=1.O.C(OCC)(=O)C, predict the reaction product. The product is: [F:3][C:4]1[C:12]2[C:11]([NH:13][C:14]3[CH:19]=[CH:18][C:17]([N+:20]([O-:22])=[O:21])=[CH:16][C:15]=3[F:23])=[CH:10][CH:9]=[N:8][C:7]=2[NH:6][CH:5]=1. (4) Given the reactants Br[C:2]1[CH:7]=[CH:6][C:5]([OH:8])=[CH:4][N:3]=1.[C:9]([C:11]1[CH:16]=[CH:15][C:14](B(O)O)=[CH:13][CH:12]=1)#[N:10], predict the reaction product. The product is: [OH:8][C:5]1[CH:6]=[CH:7][C:2]([C:14]2[CH:15]=[CH:16][C:11]([C:9]#[N:10])=[CH:12][CH:13]=2)=[N:3][CH:4]=1. (5) Given the reactants [Cl:1][C:2]1[CH:3]=[C:4]([CH:9]2[CH:13]([NH:14][CH3:15])[CH2:12][N:11]([C:16]([CH:18]3[CH2:23][CH2:22][N:21]([C:24]([C:26]4([CH3:29])[CH2:28][CH2:27]4)=[O:25])[CH2:20][CH2:19]3)=[O:17])[CH2:10]2)[CH:5]=[CH:6][C:7]=1[Cl:8].[F:30][C:31]1[CH:36]=[CH:35][C:34]([CH2:37][C:38]([OH:40])=O)=[CH:33][CH:32]=1, predict the reaction product. The product is: [Cl:1][C:2]1[CH:3]=[C:4]([CH:9]2[CH2:10][N:11]([C:16]([CH:18]3[CH2:19][CH2:20][N:21]([C:24]([C:26]4([CH3:29])[CH2:27][CH2:28]4)=[O:25])[CH2:22][CH2:23]3)=[O:17])[CH2:12][CH:13]2[N:14]([CH3:15])[C:38](=[O:40])[CH2:37][C:34]2[CH:33]=[CH:32][C:31]([F:30])=[CH:36][CH:35]=2)[CH:5]=[CH:6][C:7]=1[Cl:8].